Predict the reaction yield, written as a fraction of the theoretical maximum amount of product (1.0 means a 100% yield; for example, 0.34 means a 34% yield). From a dataset of Reaction yield outcomes from USPTO patents with 853,638 reactions. The reactants are C(OC([N:8]1[CH2:12][CH2:11][CH2:10][C@H:9]1[C@H:13]([OH:31])[C@@H:14]([C:24]1[CH:29]=[CH:28][CH:27]=[C:26]([F:30])[CH:25]=1)[N:15]1[C:23]2[C:18](=[CH:19][CH:20]=[CH:21][CH:22]=2)[CH:17]=[CH:16]1)=O)(C)(C)C.Cl. The catalyst is CO. The product is [F:30][C:26]1[CH:25]=[C:24]([C@@H:14]([N:15]2[C:23]3[C:18](=[CH:19][CH:20]=[CH:21][CH:22]=3)[CH:17]=[CH:16]2)[C@H:13]([C@@H:9]2[CH2:10][CH2:11][CH2:12][NH:8]2)[OH:31])[CH:29]=[CH:28][CH:27]=1. The yield is 0.150.